Dataset: Catalyst prediction with 721,799 reactions and 888 catalyst types from USPTO. Task: Predict which catalyst facilitates the given reaction. (1) The catalyst class is: 4. Product: [Br:11][CH2:8][C:4]1[S:3][C:2]([Cl:1])=[N:6][C:5]=1[Cl:7]. Reactant: [Cl:1][C:2]1[S:3][C:4]([CH2:8]O)=[C:5]([Cl:7])[N:6]=1.P(Br)(Br)[Br:11]. (2) The catalyst class is: 17. Product: [CH3:9][O:8][C:5]1[CH:6]=[CH:7][C:2]([C:1]([NH:12][C:13]2[S:17][C:16]([NH:18][C:19]3[CH:20]=[CH:21][C:22]([O:25][CH2:26][CH2:27][O:28][CH3:29])=[CH:23][CH:24]=3)=[N:15][C:14]=2[C:30]([NH2:32])=[O:31])=[O:10])=[CH:3][CH:4]=1. Reactant: [C:1](Cl)(=[O:10])[C:2]1[CH:7]=[CH:6][C:5]([O:8][CH3:9])=[CH:4][CH:3]=1.[NH2:12][C:13]1[S:17][C:16]([NH:18][C:19]2[CH:24]=[CH:23][C:22]([O:25][CH2:26][CH2:27][O:28][CH3:29])=[CH:21][CH:20]=2)=[N:15][C:14]=1[C:30]([NH2:32])=[O:31]. (3) The catalyst class is: 3. Product: [CH3:12][O:1][C:2]1([C:5]([O:7][CH3:8])=[O:6])[CH2:4][CH2:3]1. Reactant: [OH:1][C:2]1([C:5]([O:7][CH3:8])=[O:6])[CH2:4][CH2:3]1.[H-].[Na+].I[CH3:12]. (4) Reactant: Br[C:2]1[CH:3]=[C:4]([NH:9][S:10]([N:13]2[CH2:18][CH2:17][O:16][CH2:15][CH2:14]2)(=[O:12])=[O:11])[C:5]([Cl:8])=[N:6][CH:7]=1.C1(P(C2C=CC=CC=2)C2C3OC4C(=CC=CC=4P(C4C=CC=CC=4)C4C=CC=CC=4)C(C)(C)C=3C=CC=2)C=CC=CC=1.CC(C)([O-])C.[Na+].[C:67](=[NH:80])([C:74]1[CH:79]=[CH:78][CH:77]=[CH:76][CH:75]=1)[C:68]1[CH:73]=[CH:72][CH:71]=[CH:70][CH:69]=1. Product: [Cl:8][C:5]1[C:4]([NH:9][S:10]([N:13]2[CH2:18][CH2:17][O:16][CH2:15][CH2:14]2)(=[O:12])=[O:11])=[CH:3][C:2]([N:80]=[C:67]([C:68]2[CH:73]=[CH:72][CH:71]=[CH:70][CH:69]=2)[C:74]2[CH:79]=[CH:78][CH:77]=[CH:76][CH:75]=2)=[CH:7][N:6]=1. The catalyst class is: 187. (5) Reactant: [C:1]([C:3]1[CH:4]=[C:5]([C:13]2[S:14][C:15]([C:18]3[C:19]([CH2:32][CH3:33])=[C:20]([CH2:24][N:25]([CH3:31])[CH2:26][C:27]([O:29]C)=[O:28])[CH:21]=[CH:22][CH:23]=3)=[CH:16][N:17]=2)[CH:6]=[CH:7][C:8]=1[O:9][CH:10]([CH3:12])[CH3:11])#[N:2].[OH-].[Na+]. Product: [C:1]([C:3]1[CH:4]=[C:5]([C:13]2[S:14][C:15]([C:18]3[C:19]([CH2:32][CH3:33])=[C:20]([CH2:24][N:25]([CH3:31])[CH2:26][C:27]([OH:29])=[O:28])[CH:21]=[CH:22][CH:23]=3)=[CH:16][N:17]=2)[CH:6]=[CH:7][C:8]=1[O:9][CH:10]([CH3:12])[CH3:11])#[N:2]. The catalyst class is: 252.